Task: Predict the product of the given reaction.. Dataset: Forward reaction prediction with 1.9M reactions from USPTO patents (1976-2016) (1) The product is: [NH2:5][C:4](=[N:51][OH:50])[C:6]1[CH:7]=[CH:8][C:9]([CH3:43])=[C:10]([N:12]([CH2:29][C:30]([N:32]([N:34]2[CH2:35][C:36]3[C:41](=[CH:40][CH:39]=[CH:38][CH:37]=3)[CH2:42]2)[CH3:33])=[O:31])[CH2:13][C:14]([NH:16][CH2:17][CH2:18][N:19]([C:22]([O:24][C:25]([CH3:27])([CH3:26])[CH3:28])=[O:23])[CH2:20][CH3:21])=[O:15])[CH:11]=1. Given the reactants C(O)C.[C:4]([C:6]1[CH:7]=[CH:8][C:9]([CH3:43])=[C:10]([N:12]([CH2:29][C:30]([N:32]([N:34]2[CH2:42][C:41]3[C:36](=[CH:37][CH:38]=[CH:39][CH:40]=3)[CH2:35]2)[CH3:33])=[O:31])[CH2:13][C:14]([NH:16][CH2:17][CH2:18][N:19]([C:22]([O:24][C:25]([CH3:28])([CH3:27])[CH3:26])=[O:23])[CH2:20][CH3:21])=[O:15])[CH:11]=1)#[N:5].C([O-])(=O)C.[Na+].[Cl-].[OH:50][NH3+:51], predict the reaction product. (2) Given the reactants C[O:2][C:3](=[O:23])[C@@H:4]([N:12]1[CH2:20][C:19]2[C:14](=[CH:15][CH:16]=[CH:17][C:18]=2[F:21])[C:13]1=[O:22])[CH2:5][CH:6]1[CH2:11][CH2:10][CH2:9][CH2:8][CH2:7]1.O.[OH-].[Li+].Cl, predict the reaction product. The product is: [CH:6]1([CH2:5][C@H:4]([N:12]2[CH2:20][C:19]3[C:14](=[CH:15][CH:16]=[CH:17][C:18]=3[F:21])[C:13]2=[O:22])[C:3]([OH:23])=[O:2])[CH2:11][CH2:10][CH2:9][CH2:8][CH2:7]1. (3) Given the reactants C(OC([NH:8][CH2:9][CH2:10][CH2:11][O:12][C:13]1[CH:22]=[CH:21][CH:20]=[C:19]2[C:14]=1[CH:15]=[CH:16][N:17]=[C:18]2[NH2:23])=O)(C)(C)C.[ClH:24].CO, predict the reaction product. The product is: [ClH:24].[NH2:23][C:18]1[C:19]2[C:14](=[C:13]([O:12][CH2:11][CH2:10][CH2:9][NH2:8])[CH:22]=[CH:21][CH:20]=2)[CH:15]=[CH:16][N:17]=1. (4) Given the reactants [H-].[Na+].[CH3:3][O:4][C:5]([O:14][CH3:15])([CH3:13])[C:6](=[O:12])[CH2:7][C:8]([O:10][CH3:11])=[O:9].I[CH2:17][CH2:18][CH2:19][CH2:20][CH2:21][O:22][C:23]1[CH:28]=[CH:27][C:26]([C:29]2[CH:34]=[CH:33][CH:32]=[CH:31][CH:30]=2)=[CH:25][CH:24]=1, predict the reaction product. The product is: [C:26]1([C:29]2[CH:30]=[CH:31][CH:32]=[CH:33][CH:34]=2)[CH:25]=[CH:24][C:23]([O:22][CH2:21][CH2:20][CH2:19][CH2:18][CH2:17][CH:7]([C:6](=[O:12])[C:5]([O:4][CH3:3])([O:14][CH3:15])[CH3:13])[C:8]([O:10][CH3:11])=[O:9])=[CH:28][CH:27]=1. (5) Given the reactants [F:1][C:2]1[CH:3]=[CH:4][C:5]2[S:9][C:8]([CH3:10])=[N:7][C:6]=2[CH:11]=1.[N+:12]([O-])([O-:14])=[O:13].[K+], predict the reaction product. The product is: [F:1][C:2]1[C:3]([N+:12]([O-:14])=[O:13])=[CH:4][C:5]2[S:9][C:8]([CH3:10])=[N:7][C:6]=2[CH:11]=1. (6) Given the reactants [C:1]([O:5][C:6]([N:8]1[CH2:14][CH2:13][CH2:12][N:11]([C:15]([C:17]2[CH:18]=[C:19]3[C:23](=[CH:24][CH:25]=2)[NH:22][C:21]([C:26](O)=[O:27])=[CH:20]3)=[O:16])[CH2:10][CH2:9]1)=[O:7])([CH3:4])([CH3:3])[CH3:2].[CH2:29]([O:31][C:32]([N:34]1[CH2:39][CH2:38][NH:37][CH2:36][CH2:35]1)=[O:33])[CH3:30], predict the reaction product. The product is: [C:1]([O:5][C:6]([N:8]1[CH2:14][CH2:13][CH2:12][N:11]([C:15]([C:17]2[CH:18]=[C:19]3[C:23](=[CH:24][CH:25]=2)[NH:22][C:21]([C:26]([N:37]2[CH2:36][CH2:35][N:34]([C:32]([O:31][CH2:29][CH3:30])=[O:33])[CH2:39][CH2:38]2)=[O:27])=[CH:20]3)=[O:16])[CH2:10][CH2:9]1)=[O:7])([CH3:4])([CH3:2])[CH3:3]. (7) The product is: [Cl:3][C:4]1[CH:5]=[C:6]([C:11]2([C:25]([F:28])([F:27])[F:26])[O:36][N:42]=[C:13]([C:15]3[CH:23]=[CH:22][C:18]([C:19]([OH:21])=[O:20])=[C:17]([CH3:24])[CH:16]=3)[CH2:12]2)[CH:7]=[C:8]([Cl:10])[CH:9]=1. Given the reactants CO.[Cl:3][C:4]1[CH:5]=[C:6]([C:11]([C:25]([F:28])([F:27])[F:26])=[CH:12][C:13]([C:15]2[CH:23]=[CH:22][C:18]([C:19]([OH:21])=[O:20])=[C:17]([CH3:24])[CH:16]=2)=O)[CH:7]=[C:8]([Cl:10])[CH:9]=1.C1(C)C=CC=CC=1.[OH2:36].S(O)(O)(=O)=O.[NH2:42]O, predict the reaction product. (8) The product is: [Br:1][C:2]1[CH:7]=[C:6]2[N:8]([C:18]3[N:26]=[C:25]([NH2:27])[N:24]=[C:23]4[C:19]=3[N:20]=[CH:21][NH:22]4)[CH2:9][C:10]3([CH2:11][CH2:12][N:13]([CH3:16])[CH2:15]3)[C:5]2=[CH:4][CH:3]=1. Given the reactants [Br:1][C:2]1[CH:7]=[C:6]2[NH:8][CH2:9][C:10]3([CH2:15]C[N:13]([CH3:16])[CH2:12][CH2:11]3)[C:5]2=[CH:4][CH:3]=1.Cl[C:18]1[N:26]=[C:25]([NH2:27])[N:24]=[C:23]2[C:19]=1[N:20]=[CH:21][NH:22]2, predict the reaction product. (9) Given the reactants [CH:1]([N:4]1[CH2:9][CH2:8][N:7]([C:10]([C:12]2[CH:22]=[CH:21][C:15]3[S:16][CH:17]=[C:18]([CH:19]=O)[C:14]=3[CH:13]=2)=[O:11])[CH2:6][CH2:5]1)([CH3:3])[CH3:2].[NH:23]1[CH2:28][CH2:27][CH2:26][CH2:25][CH2:24]1.[BH-](OC(C)=O)(OC(C)=O)OC(C)=O.[Na+], predict the reaction product. The product is: [CH:1]([N:4]1[CH2:9][CH2:8][N:7]([C:10]([C:12]2[CH:22]=[CH:21][C:15]3[S:16][CH:17]=[C:18]([CH2:19][N:23]4[CH2:28][CH2:27][CH2:26][CH2:25][CH2:24]4)[C:14]=3[CH:13]=2)=[O:11])[CH2:6][CH2:5]1)([CH3:3])[CH3:2].